This data is from Catalyst prediction with 721,799 reactions and 888 catalyst types from USPTO. The task is: Predict which catalyst facilitates the given reaction. Reactant: [F:1][C:2]1([F:41])[O:6][C:5]2[CH:7]=[CH:8][C:9]([C:11]3([C:14]([NH:16][C@H:17]4[C:26]5[C:21](=[CH:22][C:23]([C:27]([F:30])([F:29])[F:28])=[CH:24][CH:25]=5)[O:20][C@@H:19]([C:31]5[CH:32]=[C:33]([CH:38]=[CH:39][CH:40]=5)[C:34]([O:36]C)=[O:35])[CH2:18]4)=[O:15])[CH2:13][CH2:12]3)=[CH:10][C:4]=2[O:3]1.[OH-].[Na+]. Product: [F:41][C:2]1([F:1])[O:6][C:5]2[CH:7]=[CH:8][C:9]([C:11]3([C:14]([NH:16][C@H:17]4[C:26]5[C:21](=[CH:22][C:23]([C:27]([F:29])([F:30])[F:28])=[CH:24][CH:25]=5)[O:20][C@@H:19]([C:31]5[CH:32]=[C:33]([CH:38]=[CH:39][CH:40]=5)[C:34]([OH:36])=[O:35])[CH2:18]4)=[O:15])[CH2:12][CH2:13]3)=[CH:10][C:4]=2[O:3]1. The catalyst class is: 5.